This data is from Catalyst prediction with 721,799 reactions and 888 catalyst types from USPTO. The task is: Predict which catalyst facilitates the given reaction. (1) Reactant: C([O:8][C:9]1[C:10](=[O:35])[CH:11]=[C:12](/[CH:19]=[CH:20]/[CH:21]2[CH2:25][O:24][C:23]([CH3:27])([CH3:26])[N:22]2[C:28]([O:30][C:31]([CH3:34])([CH3:33])[CH3:32])=[O:29])[O:13][C:14]=1[C:15]([O:17][CH3:18])=[O:16])C1C=CC=CC=1. Product: [OH:8][C:9]1[C:10](=[O:35])[CH:11]=[C:12]([CH2:19][CH2:20][CH:21]2[CH2:25][O:24][C:23]([CH3:26])([CH3:27])[N:22]2[C:28]([O:30][C:31]([CH3:34])([CH3:33])[CH3:32])=[O:29])[O:13][C:14]=1[C:15]([O:17][CH3:18])=[O:16]. The catalyst class is: 833. (2) Reactant: S(C)C.[CH:4]1([N:9]2[C:18]3[N:17]=[C:16]([NH:19][C:20]4[CH:35]=[CH:34][C:23]([C:24]([NH:26][CH:27]5[CH2:32][CH2:31][N:30]([CH3:33])[CH2:29][CH2:28]5)=O)=[C:22]([F:36])[CH:21]=4)[N:15]=[CH:14][C:13]=3[N:12]([CH3:37])[C:11](=O)[C@H:10]2[CH2:39][CH3:40])[CH2:8][CH2:7][CH2:6][CH2:5]1.Cl.CO. Product: [CH:4]1([N:9]2[C:18]3[N:17]=[C:16]([NH:19][C:20]4[CH:35]=[CH:34][C:23]([CH2:24][NH:26][CH:27]5[CH2:32][CH2:31][N:30]([CH3:33])[CH2:29][CH2:28]5)=[C:22]([F:36])[CH:21]=4)[N:15]=[CH:14][C:13]=3[N:12]([CH3:37])[CH2:11][C@H:10]2[CH2:39][CH3:40])[CH2:5][CH2:6][CH2:7][CH2:8]1. The catalyst class is: 1. (3) Reactant: [CH3:1][S:2]([C:5]1[CH:6]=[CH:7][C:8]([N:14]2[CH2:19][CH2:18][O:17][CH2:16][CH2:15]2)=[C:9]([CH:13]=1)[C:10]([OH:12])=O)(=[O:4])=[O:3].CN(C(ON1N=NC2C=CC=CC1=2)=[N+](C)C)C.F[P-](F)(F)(F)(F)F.C(NC(C)C)(C)C.Cl.[Cl:52][C:53]1[CH:54]=[C:55]([N:62]2[CH2:67][CH2:66][NH:65][CH2:64][CH2:63]2)[CH:56]=[C:57]([Cl:61])[C:58]=1[O:59][CH3:60]. Product: [Cl:52][C:53]1[CH:54]=[C:55]([N:62]2[CH2:67][CH2:66][N:65]([C:10]([C:9]3[CH:13]=[C:5]([S:2]([CH3:1])(=[O:3])=[O:4])[CH:6]=[CH:7][C:8]=3[N:14]3[CH2:19][CH2:18][O:17][CH2:16][CH2:15]3)=[O:12])[CH2:64][CH2:63]2)[CH:56]=[C:57]([Cl:61])[C:58]=1[O:59][CH3:60]. The catalyst class is: 213. (4) Product: [C:1]1([S:7]([N:10]2[CH2:14][CH2:13][CH2:12][CH:11]2/[CH:15]=[CH:16]/[C:17]2[CH:22]=[CH:21][C:20]([N:23]3[S:27](=[O:29])(=[O:28])[NH:26][C:25](=[O:36])[CH2:24]3)=[C:19]([O:37][CH2:38][C:39]3[CH:44]=[CH:43][CH:42]=[CH:41][CH:40]=3)[CH:18]=2)(=[O:9])=[O:8])[CH:2]=[CH:3][CH:4]=[CH:5][CH:6]=1. Reactant: [C:1]1([S:7]([N:10]2[CH2:14][CH2:13][CH2:12][CH:11]2/[CH:15]=[CH:16]/[C:17]2[CH:22]=[CH:21][C:20]([N:23]3[S:27](=[O:29])(=[O:28])[N:26](CC[Si](C)(C)C)[C:25](=[O:36])[CH2:24]3)=[C:19]([O:37][CH2:38][C:39]3[CH:44]=[CH:43][CH:42]=[CH:41][CH:40]=3)[CH:18]=2)(=[O:9])=[O:8])[CH:6]=[CH:5][CH:4]=[CH:3][CH:2]=1.CCCC[N+](CCCC)(CCCC)CCCC.[F-].Cl. The catalyst class is: 1. (5) Reactant: Cl.[CH3:2][S:3][C:4]1[CH:9]=[CH:8][CH:7]=[CH:6][C:5]=1[NH:10][NH2:11].[C:12](=N)([C:19]1[CH:24]=[CH:23][CH:22]=[CH:21][CH:20]=1)[C:13]1[CH:18]=[CH:17][CH:16]=[CH:15][CH:14]=1.CCOCC.O. Product: [CH3:2][S:3][C:4]1[CH:9]=[CH:8][CH:7]=[CH:6][C:5]=1[NH:10][N:11]=[C:12]([C:13]1[CH:18]=[CH:17][CH:16]=[CH:15][CH:14]=1)[C:19]1[CH:24]=[CH:23][CH:22]=[CH:21][CH:20]=1. The catalyst class is: 9. (6) Reactant: [F:1][C:2]1[CH:24]=[CH:23][CH:22]=[C:21]([F:25])[C:3]=1[C:4]([NH:6][C:7]1[CH:11]=[CH:10][N:9]([CH2:12][C:13]2[CH:18]=[CH:17][C:16]([OH:19])=[CH:15][C:14]=2[CH3:20])[N:8]=1)=[O:5].C(=O)([O-])[O-].[Cs+].[Cs+].Br.Br[CH2:34][C:35]1[CH:40]=[CH:39][CH:38]=[CH:37][N:36]=1. Product: [F:1][C:2]1[CH:24]=[CH:23][CH:22]=[C:21]([F:25])[C:3]=1[C:4]([NH:6][C:7]1[CH:11]=[CH:10][N:9]([CH2:12][C:13]2[CH:18]=[CH:17][C:16]([O:19][CH2:34][C:35]3[CH:40]=[CH:39][CH:38]=[CH:37][N:36]=3)=[CH:15][C:14]=2[CH3:20])[N:8]=1)=[O:5]. The catalyst class is: 16.